Task: Predict the reactants needed to synthesize the given product.. Dataset: Full USPTO retrosynthesis dataset with 1.9M reactions from patents (1976-2016) (1) Given the product [CH3:1][C:2]1([CH2:7][CH:8]=[O:12])[CH2:6][CH2:5][CH2:4][CH2:3]1, predict the reactants needed to synthesize it. The reactants are: [CH3:1][C:2]1([CH:7](O)[CH3:8])[CH2:6][CH2:5][CH2:4][CH2:3]1.CC(OI1(OC(C)=O)(OC(C)=O)OC(=O)C2C=CC=CC1=2)=[O:12].S([O-])([O-])(=O)=S.[Na+].[Na+].C(=O)(O)[O-].[Na+]. (2) Given the product [CH2:23]([O:11][C:10](=[O:12])[C:9]1[CH:13]=[C:14]([O:16][CH3:17])[N:15]=[C:7]([Cl:6])[CH:8]=1)[CH3:24], predict the reactants needed to synthesize it. The reactants are: S(=O)(=O)(O)O.[Cl:6][C:7]1[CH:8]=[C:9]([CH:13]=[C:14]([O:16][CH3:17])[N:15]=1)[C:10]([OH:12])=[O:11].C([O-])(O)=O.[Na+].[CH2:23](O)[CH3:24]. (3) Given the product [F:1][C:2]1[CH:7]=[C:6]([C:8]([F:9])([F:10])[F:11])[CH:5]=[CH:4][C:3]=1[CH:12]=[CH:13][C:14]1[O:15][CH:16]=[C:17]([CH2:19][O:20][C:28]2[N:33]=[CH:32][C:31]([CH2:34][CH2:35][CH2:36][CH2:37][N:38]3[CH:42]=[CH:41][N:40]=[N:39]3)=[CH:30][N:29]=2)[N:18]=1, predict the reactants needed to synthesize it. The reactants are: [F:1][C:2]1[CH:7]=[C:6]([C:8]([F:11])([F:10])[F:9])[CH:5]=[CH:4][C:3]=1[CH:12]=[CH:13][C:14]1[O:15][CH:16]=[C:17]([CH2:19][OH:20])[N:18]=1.CC(C)([O-])C.[Na+].Cl[C:28]1[N:33]=[CH:32][C:31]([CH2:34][CH2:35][CH2:36][CH2:37][N:38]2[CH:42]=[CH:41][N:40]=[N:39]2)=[CH:30][N:29]=1.C(OCC)(=O)C.